Dataset: Forward reaction prediction with 1.9M reactions from USPTO patents (1976-2016). Task: Predict the product of the given reaction. (1) Given the reactants [C:1]1([CH3:34])[CH:6]=[CH:5][CH:4]=[CH:3][C:2]=1[NH:7][C:8]1[O:9][C:10]2[CH:16]=[C:15]([CH2:17][C:18](NC3C=C4C(=CC=3)C(CC(O)=O)CC4)=[O:19])[CH:14]=[CH:13][C:11]=2[N:12]=1.C1(C)C(N=C=S)=CC=CC=1.C1(N=C=NC2CCCCC2)CCCCC1.C([OH:62])C, predict the reaction product. The product is: [C:1]1([CH3:34])[CH:6]=[CH:5][CH:4]=[CH:3][C:2]=1[NH:7][C:8]1[O:9][C:10]2[CH:16]=[C:15]([CH2:17][C:18]([OH:19])=[O:62])[CH:14]=[CH:13][C:11]=2[N:12]=1. (2) Given the reactants [F:1][C:2]1[C:10]2[NH:9][C:8](=[O:11])[N:7]([CH:12]3[CH2:17][CH2:16][N:15]([CH:18]4[CH2:23][CH2:22][O:21][CH2:20][CH2:19]4)[CH2:14][CH2:13]3)[C:6]=2[CH:5]=[C:4]([CH3:24])[CH:3]=1.[ClH:25].C(OCC)C, predict the reaction product. The product is: [ClH:25].[F:1][C:2]1[C:10]2[NH:9][C:8](=[O:11])[N:7]([CH:12]3[CH2:17][CH2:16][N:15]([CH:18]4[CH2:23][CH2:22][O:21][CH2:20][CH2:19]4)[CH2:14][CH2:13]3)[C:6]=2[CH:5]=[C:4]([CH3:24])[CH:3]=1. (3) Given the reactants Br[C:2]1[CH:3]=[C:4]([CH2:8][C:9]([OH:11])=[O:10])[CH:5]=[CH:6][CH:7]=1.[C:12]([O:16][CH3:17])(=[O:15])[CH:13]=[CH2:14].CC1C=CC=CC=1P(C1C=CC=CC=1C)C1C=CC=CC=1C.CCN(CC)CC, predict the reaction product. The product is: [CH3:17][O:16][C:12](=[O:15])/[CH:13]=[CH:14]/[C:2]1[CH:7]=[CH:6][CH:5]=[C:4]([CH2:8][C:9]([OH:11])=[O:10])[CH:3]=1. (4) Given the reactants Cl.[F:2][C:3]([F:29])([F:28])[C:4]1[CH:5]=[C:6]([CH:21]=[C:22]([C:24]([F:27])([F:26])[F:25])[CH:23]=1)[CH2:7][O:8][C@H:9]1[CH2:14][CH2:13][NH:12][CH2:11][C@H:10]1[C:15]1[CH:20]=[CH:19][CH:18]=[CH:17][CH:16]=1.[C:30](Cl)(=[O:32])[CH3:31].O, predict the reaction product. The product is: [C:30]([N:12]1[CH2:13][CH2:14][C@H:9]([O:8][CH2:7][C:6]2[CH:21]=[C:22]([C:24]([F:27])([F:25])[F:26])[CH:23]=[C:4]([C:3]([F:2])([F:28])[F:29])[CH:5]=2)[C@H:10]([C:15]2[CH:16]=[CH:17][CH:18]=[CH:19][CH:20]=2)[CH2:11]1)(=[O:32])[CH3:31]. (5) Given the reactants [Br:1][C:2]1[CH:7]=[C:6]([Cl:8])[CH:5]=[C:4]([F:9])[C:3]=1[OH:10].C([O-])([O-])=O.[Na+].[Na+].[CH3:17][C:18](C)=O, predict the reaction product. The product is: [Br:1][C:2]1[CH:7]=[C:6]([Cl:8])[CH:5]=[C:4]([F:9])[C:3]=1[O:10][CH2:17][CH3:18]. (6) Given the reactants [NH2:1][C@H:2]([CH2:6][CH:7]1[CH2:9][CH2:8]1)[C:3]([OH:5])=[O:4].[OH-].[Na+].[C:12](=O)([O:18]C(C)(C)C)[O:13][C:14]([CH3:17])([CH3:16])[CH3:15], predict the reaction product. The product is: [C:14]([O:13][C:12]([NH:1][C@H:2]([CH2:6][CH:7]1[CH2:9][CH2:8]1)[C:3]([OH:5])=[O:4])=[O:18])([CH3:17])([CH3:16])[CH3:15].